Dataset: Full USPTO retrosynthesis dataset with 1.9M reactions from patents (1976-2016). Task: Predict the reactants needed to synthesize the given product. Given the product [F:10][C:9]([F:11])([F:12])[CH:7]([CH3:8])[CH2:6][C@@H:5]([C:13]([OH:15])=[O:14])[NH2:4], predict the reactants needed to synthesize it. The reactants are: C([NH:4][C@H:5]([C:13]([OH:15])=[O:14])[CH2:6][CH:7]([C:9]([F:12])([F:11])[F:10])[CH3:8])(=O)C.[OH-].[Na+].